Dataset: Full USPTO retrosynthesis dataset with 1.9M reactions from patents (1976-2016). Task: Predict the reactants needed to synthesize the given product. (1) Given the product [F:14][C:15]1[CH:16]=[C:17]([CH:18]=[CH:19][CH:20]=1)[O:21][C:2]1[N:6]([CH3:7])[N:5]=[C:4]([C:8]([F:11])([F:10])[F:9])[C:3]=1[C:12]([OH:13])=[O:23], predict the reactants needed to synthesize it. The reactants are: Cl[C:2]1[N:6]([CH3:7])[N:5]=[C:4]([C:8]([F:11])([F:10])[F:9])[C:3]=1[CH:12]=[O:13].[F:14][C:15]1[CH:16]=[C:17]([OH:21])[CH:18]=[CH:19][CH:20]=1.C(=O)([O-])[O-:23].[K+].[K+]. (2) The reactants are: [C:1]([O:5][C:6](=[O:33])[CH2:7][C:8]1([C:11]2[CH:16]=[CH:15][C:14]([Cl:17])=[C:13]([N:18](CC3C=CC=CC=3)CC3C=CC=CC=3)[CH:12]=2)[CH2:10][CH2:9]1)([CH3:4])([CH3:3])[CH3:2]. Given the product [C:1]([O:5][C:6](=[O:33])[CH2:7][C:8]1([C:11]2[CH:16]=[CH:15][C:14]([Cl:17])=[C:13]([NH2:18])[CH:12]=2)[CH2:9][CH2:10]1)([CH3:4])([CH3:2])[CH3:3], predict the reactants needed to synthesize it. (3) Given the product [OH:8][C:7]([C:9]1[CH:14]=[C:13]([OH:15])[CH:12]=[C:11]([C:26]2[CH:34]=[CH:33][CH:32]=[C:31]3[C:27]=2[CH:28]=[CH:29][NH:30]3)[CH:10]=1)([C:3]1[CH:2]=[N:1][CH:6]=[CH:5][CH:4]=1)[CH3:45], predict the reactants needed to synthesize it. The reactants are: [N:1]1[CH:6]=[CH:5][CH:4]=[C:3]([C:7]([C:9]2[CH:14]=[C:13]([O:15][Si](C(C)C)(C(C)C)C(C)C)[CH:12]=[C:11]([C:26]3[CH:34]=[CH:33][CH:32]=[C:31]4[C:27]=3[CH:28]=[CH:29][N:30]4[Si](C(C)C)(C(C)C)C(C)C)[CH:10]=2)=[O:8])[CH:2]=1.[CH3:45][Mg]Cl.CCCC[N+](CCCC)(CCCC)CCCC.[F-]. (4) Given the product [F:17][C:2]([F:1])([F:16])[CH2:3][CH2:4][N:5]1[C:9]2=[N:10][CH:11]=[CH:12][CH:13]=[C:8]2[C:7]([C:14](=[NH:26])[NH2:15])=[N:6]1, predict the reactants needed to synthesize it. The reactants are: [F:1][C:2]([F:17])([F:16])[CH2:3][CH2:4][N:5]1[C:9]2=[N:10][CH:11]=[CH:12][CH:13]=[C:8]2[C:7]([C:14]#[N:15])=[N:6]1.C[O-].[Na+].C(O)(=O)C.[Cl-].[NH4+:26]. (5) The reactants are: [CH3:1][N:2]1[CH:7]=[C:6](B2OC(C)(C)C(C)(C)O2)[CH:5]=[C:4]([NH:17][C:18]2[CH:23]=[CH:22][C:21]([N:24]3[CH2:29][CH2:28][N:27]([CH3:30])[CH2:26][CH2:25]3)=[CH:20][N:19]=2)[C:3]1=[O:31].Br[C:33]1[CH:43]=[CH:42][CH:41]=[C:40]([N:44]2[CH2:56][CH2:55][N:47]3[C:48]4[CH2:49][CH2:50][CH2:51][CH2:52][C:53]=4[CH:54]=[C:46]3[C:45]2=[O:57])[C:34]=1[CH2:35][O:36][C:37](=[O:39])[CH3:38]. Given the product [CH3:1][N:2]1[C:3](=[O:31])[C:4]([NH:17][C:18]2[CH:23]=[CH:22][C:21]([N:24]3[CH2:29][CH2:28][N:27]([CH3:30])[CH2:26][CH2:25]3)=[CH:20][N:19]=2)=[CH:5][C:6]([C:33]2[CH:43]=[CH:42][CH:41]=[C:40]([N:44]3[CH2:56][CH2:55][N:47]4[C:48]5[CH2:49][CH2:50][CH2:51][CH2:52][C:53]=5[CH:54]=[C:46]4[C:45]3=[O:57])[C:34]=2[CH2:35][O:36][C:37](=[O:39])[CH3:38])=[CH:7]1, predict the reactants needed to synthesize it. (6) Given the product [Cl:29][C:23]1[CH:24]=[CH:25][CH:26]=[C:27]([Cl:28])[C:22]=1[C:21]1[C:15]2[O:14][CH:13]([CH2:12][NH:35][CH:31]3[CH2:34][CH2:33][CH2:32]3)[CH2:17][C:16]=2[CH:18]=[C:19]([F:30])[CH:20]=1, predict the reactants needed to synthesize it. The reactants are: CC1C=CC(S(O[CH2:12][CH:13]2[CH2:17][C:16]3[CH:18]=[C:19]([F:30])[CH:20]=[C:21]([C:22]4[C:27]([Cl:28])=[CH:26][CH:25]=[CH:24][C:23]=4[Cl:29])[C:15]=3[O:14]2)(=O)=O)=CC=1.[CH:31]1([NH2:35])[CH2:34][CH2:33][CH2:32]1. (7) Given the product [CH3:18][CH2:17][O:16][C:14]([C:13]1[CH:7]([CH:13]([C:14]([O:16][CH2:17][CH3:18])=[O:15])[C:11]#[N:12])[C:6]2[CH:9]=[C:2]([Br:1])[CH:3]=[CH:4][C:5]=2[O:10][C:11]=1[NH2:12])=[O:15], predict the reactants needed to synthesize it. The reactants are: [Br:1][C:2]1[CH:9]=[C:6]([CH:7]=O)[C:5]([OH:10])=[CH:4][CH:3]=1.[C:11]([CH2:13][C:14]([O:16][CH2:17][CH3:18])=[O:15])#[N:12].